This data is from Forward reaction prediction with 1.9M reactions from USPTO patents (1976-2016). The task is: Predict the product of the given reaction. (1) Given the reactants [CH:1](N1C2C=CC=CC=2N=N1)=[O:2].[F:12][C:13]1[CH:14]=[C:15]([N:23]2[CH2:27][C@H:26]([CH2:28][NH:29][C:30](=[O:32])[CH3:31])[O:25][C:24]2=[O:33])[CH:16]=[CH:17][C:18]=1[CH:19]1[CH2:22][NH:21][CH2:20]1, predict the reaction product. The product is: [F:12][C:13]1[CH:14]=[C:15]([N:23]2[CH2:27][C@H:26]([CH2:28][NH:29][C:30](=[O:32])[CH3:31])[O:25][C:24]2=[O:33])[CH:16]=[CH:17][C:18]=1[CH:19]1[CH2:22][N:21]([CH:1]=[O:2])[CH2:20]1. (2) Given the reactants Cl.[NH2:2][C@H:3]([CH2:20][C:21]1[CH:26]=[C:25]([F:27])[C:24]([F:28])=[CH:23][C:22]=1[F:29])[CH2:4][C:5]([N:7]1[CH2:12][CH2:11][NH:10][C:9](=[O:13])[C@H:8]1[CH2:14][O:15][C:16]([CH3:19])([CH3:18])[CH3:17])=[O:6].C(=O)([O-])O.[Na+], predict the reaction product. The product is: [NH2:2][C@H:3]([CH2:20][C:21]1[CH:26]=[C:25]([F:27])[C:24]([F:28])=[CH:23][C:22]=1[F:29])[CH2:4][C:5]([N:7]1[CH2:12][CH2:11][NH:10][C:9](=[O:13])[C@H:8]1[CH2:14][O:15][C:16]([CH3:17])([CH3:18])[CH3:19])=[O:6]. (3) Given the reactants [C:1]1([C:7]2[CH:12]=[CH:11][C:10]([CH:13]([NH:23][C:24]([NH:26][C:27]3[CH:32]=[C:31]([Cl:33])[CH:30]=[C:29]([Cl:34])[CH:28]=3)=[O:25])[C:14]3[CH:22]=[CH:21][C:17](C(O)=O)=[CH:16][CH:15]=3)=[CH:9][CH:8]=2)[CH2:6][CH2:5][CH2:4][CH2:3][CH:2]=1.CCN=C=NCCCN(C)C.C1C=CC2N(O)N=NC=2C=1.FC(F)(F)[C:58]([O-])=[O:59].CC1(C)[O:68][C@@H:67]([CH2:69][NH3+:70])[C:66](=[O:71])[O:65]1.C(N(C(C)C)CC)(C)C, predict the reaction product. The product is: [C:1]1([C:7]2[CH:12]=[CH:11][C:10]([CH:13]([NH:23][C:24]([NH:26][C:27]3[CH:32]=[C:31]([Cl:33])[CH:30]=[C:29]([Cl:34])[CH:28]=3)=[O:25])[C:14]3[CH:22]=[CH:21][C:17]([C:58]([NH:70][CH2:69][C@H:67]([OH:68])[C:66]([OH:65])=[O:71])=[O:59])=[CH:16][CH:15]=3)=[CH:9][CH:8]=2)[CH2:6][CH2:5][CH2:4][CH2:3][CH:2]=1. (4) The product is: [CH2:38]([NH:40][CH2:26][CH2:25][CH2:24][O:23][C:20]1[CH:21]=[C:22]2[C:17](=[CH:18][CH:19]=1)[NH:16][N:15]=[C:14]2[S:11]([C:1]1[C:10]2[C:5](=[CH:6][CH:7]=[CH:8][CH:9]=2)[CH:4]=[CH:3][CH:2]=1)(=[O:13])=[O:12])[CH3:39]. Given the reactants [C:1]1([S:11]([C:14]2[C:22]3[C:17](=[CH:18][CH:19]=[C:20]([O:23][CH2:24][CH2:25][CH2:26]OS(C4C=CC(C)=CC=4)(=O)=O)[CH:21]=3)[NH:16][N:15]=2)(=[O:13])=[O:12])[C:10]2[C:5](=[CH:6][CH:7]=[CH:8][CH:9]=2)[CH:4]=[CH:3][CH:2]=1.[CH2:38]([NH2:40])[CH3:39].C1COCC1, predict the reaction product. (5) Given the reactants [N-:1]=[N+:2]=[N-:3].[Na+].CS(O[CH:10]1[CH2:15][CH2:14][CH:13]([O:16][CH2:17][CH2:18][C:19]2[CH:24]=[CH:23][CH:22]=[CH:21][CH:20]=2)[CH:12]([F:25])[CH2:11]1)(=O)=O.C(=O)(O)[O-].[Na+], predict the reaction product. The product is: [C:19]1([CH2:18][CH2:17][O:16][CH:13]2[CH2:14][CH2:15][CH:10]([N:1]=[N+:2]=[N-:3])[CH2:11][CH:12]2[F:25])[CH:20]=[CH:21][CH:22]=[CH:23][CH:24]=1. (6) The product is: [ClH:29].[ClH:29].[F:1][C:2]1[CH:28]=[CH:27][C:5]([O:6][C:7]2[CH:8]=[C:9]([N:13]3[CH2:18][C@@H:17]4[CH2:19][C@H:14]3[CH2:15][NH:16]4)[CH:10]=[N:11][CH:12]=2)=[CH:4][CH:3]=1. Given the reactants [F:1][C:2]1[CH:28]=[CH:27][C:5]([O:6][C:7]2[CH:8]=[C:9]([N:13]3[CH2:18][C@@H:17]4[CH2:19][C@H:14]3[CH2:15][N:16]4C(OC(C)(C)C)=O)[CH:10]=[N:11][CH:12]=2)=[CH:4][CH:3]=1.[ClH:29], predict the reaction product. (7) Given the reactants [OH:1][C:2]1[CH:3]=[C:4]([CH2:8][NH:9][C:10]([C:12]2[CH:13]=[C:14]3[C:19](=[CH:20][CH:21]=2)[N:18]=[CH:17][CH:16]=[CH:15]3)=[O:11])[CH:5]=[CH:6][CH:7]=1.Br[CH2:23][CH2:24][CH2:25][CH2:26][CH2:27][CH2:28][CH:29]=[CH2:30].CN(C=O)C.C(=O)([O-])[O-].[Cs+].[Cs+], predict the reaction product. The product is: [CH2:30]([O:1][C:2]1[CH:3]=[C:4]([CH2:8][NH:9][C:10]([C:12]2[CH:13]=[C:14]3[C:19](=[CH:20][CH:21]=2)[N:18]=[CH:17][CH:16]=[CH:15]3)=[O:11])[CH:5]=[CH:6][CH:7]=1)[CH2:29][CH2:28][CH2:27][CH2:26][CH2:25][CH:24]=[CH2:23]. (8) Given the reactants [NH2:1][C:2]1[CH:7]=[CH:6][C:5]([Br:8])=[CH:4][C:3]=1[C:9]([C:17]1[CH:22]=[CH:21][C:20]([Cl:23])=[CH:19][CH:18]=1)=[N:10][S:11]([C:13]([CH3:16])([CH3:15])[CH3:14])=[O:12].O.[BH4-].[Na+], predict the reaction product. The product is: [NH2:1][C:2]1[CH:7]=[CH:6][C:5]([Br:8])=[CH:4][C:3]=1[CH:9]([NH:10][S:11]([C:13]([CH3:16])([CH3:15])[CH3:14])=[O:12])[C:17]1[CH:18]=[CH:19][C:20]([Cl:23])=[CH:21][CH:22]=1. (9) Given the reactants [CH3:1][O:2][C:3]1[CH:4]=[C:5]2[C:10](=[CH:11][C:12]=1[O:13][CH3:14])[N:9]=[CH:8][CH:7]=[C:6]2[O:15][C:16]1[C:22]([CH3:23])=[CH:21][C:19]([NH2:20])=[C:18]([CH3:24])[CH:17]=1.Cl[C:26](Cl)([O:28][C:29](=[O:35])OC(Cl)(Cl)Cl)Cl.[CH2:37](O)[CH2:38][CH2:39][CH:40]=C.C(=O)(O)[O-].[Na+], predict the reaction product. The product is: [CH3:1][O:2][C:3]1[CH:4]=[C:5]2[C:10](=[CH:11][C:12]=1[O:13][CH3:14])[N:9]=[CH:8][CH:7]=[C:6]2[O:15][C:16]1[C:22]([CH3:23])=[CH:21][C:19]([NH:20][C:29](=[O:35])[O:28][CH2:26][CH2:40][CH2:39][CH:38]=[CH2:37])=[C:18]([CH3:24])[CH:17]=1. (10) Given the reactants [CH3:1][C:2]1[CH:3]=[CH:4][N:5]2[C:10]=1[C:9](=[O:11])[N:8]([C:12]1[CH:17]=[CH:16][CH:15]=[CH:14][CH:13]=1)[C:7]([C@@H:18]([NH:20][C:21]1[C:22]3[C:29]([C:30]4[CH:38]=[C:37]([NH:39][S:40]([CH3:43])(=[O:42])=[O:41])[CH:36]=[C:35]5[C:31]=4[CH:32]=[CH:33][NH:34]5)=[CH:28][N:27](COCC[Si](C)(C)C)[C:23]=3[N:24]=[CH:25][N:26]=1)[CH3:19])=[N:6]2.FC(F)(F)C(O)=O.N, predict the reaction product. The product is: [CH3:1][C:2]1[CH:3]=[CH:4][N:5]2[C:10]=1[C:9](=[O:11])[N:8]([C:12]1[CH:17]=[CH:16][CH:15]=[CH:14][CH:13]=1)[C:7]([C@@H:18]([NH:20][C:21]1[C:22]3[C:29]([C:30]4[CH:38]=[C:37]([NH:39][S:40]([CH3:43])(=[O:42])=[O:41])[CH:36]=[C:35]5[C:31]=4[CH:32]=[CH:33][NH:34]5)=[CH:28][NH:27][C:23]=3[N:24]=[CH:25][N:26]=1)[CH3:19])=[N:6]2.